From a dataset of Catalyst prediction with 721,799 reactions and 888 catalyst types from USPTO. Predict which catalyst facilitates the given reaction. (1) Reactant: [Cl:1][C:2]1[CH:7]=[C:6]([C:8]2[CH:13]=[CH:12][C:11]([O:14][CH2:15][CH3:16])=[CH:10][CH:9]=2)[N:5]=[C:4]([NH2:17])[N:3]=1.[C:18](OC(=O)C)(=[O:20])C. Product: [Cl:1][C:2]1[CH:7]=[C:6]([C:8]2[CH:9]=[CH:10][C:11]([O:14][CH2:15][CH3:16])=[CH:12][CH:13]=2)[N:5]=[C:4]([NH:17][CH:18]=[O:20])[N:3]=1. The catalyst class is: 6. (2) Reactant: [F:1][C:2]1[CH:7]=[C:6]([CH3:8])[CH:5]=[CH:4][C:3]=1[NH:9][C:10]1[C:19]2[C:14](=[CH:15][C:16]([O:26][CH3:27])=[C:17]([CH:20]3[CH2:25][CH2:24][NH:23][CH2:22][CH2:21]3)[CH:18]=2)[N:13]=[N:12][C:11]=1[C:28]([NH2:30])=[O:29].C(N(C(C)C)C(C)C)C.[CH3:40][S:41](Cl)(=[O:43])=[O:42]. Product: [F:1][C:2]1[CH:7]=[C:6]([CH3:8])[CH:5]=[CH:4][C:3]=1[NH:9][C:10]1[C:19]2[C:14](=[CH:15][C:16]([O:26][CH3:27])=[C:17]([CH:20]3[CH2:25][CH2:24][N:23]([S:41]([CH3:40])(=[O:43])=[O:42])[CH2:22][CH2:21]3)[CH:18]=2)[N:13]=[N:12][C:11]=1[C:28]([NH2:30])=[O:29]. The catalyst class is: 59. (3) Reactant: [Cl:1][C:2]1[CH:7]=[C:6](I)[C:5]([Cl:9])=[CH:4][N:3]=1.[NH2:10][C:11]1[CH:18]=[C:17]([Cl:19])[CH:16]=[CH:15][C:12]=1[C:13]#[N:14].[O-]P(OP(OP([O-])([O-])=O)([O-])=O)(=O)[O-].[K+].[K+].[K+].[K+].[K+].C1C=CC(P(C2C(OC3C(P(C4C=CC=CC=4)C4C=CC=CC=4)=CC=CC=3)=CC=CC=2)C2C=CC=CC=2)=CC=1. Product: [Cl:19][C:17]1[CH:16]=[CH:15][C:12]([C:13]#[N:14])=[C:11]([NH:10][C:6]2[C:5]([Cl:9])=[CH:4][N:3]=[C:2]([Cl:1])[CH:7]=2)[CH:18]=1. The catalyst class is: 160.